Task: Predict the reactants needed to synthesize the given product.. Dataset: Full USPTO retrosynthesis dataset with 1.9M reactions from patents (1976-2016) (1) The reactants are: [N:1]1([C:6]2[CH:33]=[CH:32][C:9]([CH2:10][C:11]3[C:12](Cl)=[N:13][C:14]4[C:19]([C:20]=3[Cl:21])=[CH:18][C:17]([C:22]([C:24]3[N:28]([CH3:29])[CH:27]=[N:26][CH:25]=3)=[O:23])=[CH:16][C:15]=4[CH3:30])=[CH:8][CH:7]=2)[CH:5]=[CH:4][CH:3]=[N:2]1.[CH3:34][O-:35].[Na+]. Given the product [N:1]1([C:6]2[CH:33]=[CH:32][C:9]([CH2:10][C:11]3[C:12]([O:35][CH3:34])=[N:13][C:14]4[C:19]([C:20]=3[Cl:21])=[CH:18][C:17]([C:22]([C:24]3[N:28]([CH3:29])[CH:27]=[N:26][CH:25]=3)=[O:23])=[CH:16][C:15]=4[CH3:30])=[CH:8][CH:7]=2)[CH:5]=[CH:4][CH:3]=[N:2]1, predict the reactants needed to synthesize it. (2) The reactants are: Cl.Cl.[CH2:3]([N:10]([CH2:25][CH2:26][N:27]([CH3:29])[CH3:28])[C:11](=[O:24])[CH2:12][O:13][C:14]1[CH:15]=[CH:16][CH:17]=[C:18]2[C:23]=1[CH2:22][NH:21][CH2:20][CH2:19]2)[C:4]1[CH:9]=[CH:8][CH:7]=[CH:6][CH:5]=1.[C:30](Cl)(=[O:33])[CH2:31][CH3:32].C([O-])(O)=O.[Na+]. Given the product [CH2:3]([N:10]([CH2:25][CH2:26][N:27]([CH3:29])[CH3:28])[C:11](=[O:24])[CH2:12][O:13][C:14]1[CH:15]=[CH:16][CH:17]=[C:18]2[C:23]=1[CH2:22][N:21]([C:30](=[O:33])[CH2:31][CH3:32])[CH2:20][CH2:19]2)[C:4]1[CH:5]=[CH:6][CH:7]=[CH:8][CH:9]=1, predict the reactants needed to synthesize it. (3) Given the product [CH2:20]([NH:27][C:14]1[C:13]([C:11]([N:7]2[C:8]3[C:4](=[CH:3][C:2]([Cl:1])=[CH:10][CH:9]=3)[CH2:5][CH2:6]2)=[O:12])=[CH:18][CH:17]=[CH:16][N:15]=1)[C:21]1[CH:26]=[CH:25][CH:24]=[CH:23][CH:22]=1, predict the reactants needed to synthesize it. The reactants are: [Cl:1][C:2]1[CH:3]=[C:4]2[C:8](=[CH:9][CH:10]=1)[N:7]([C:11]([C:13]1[C:14](Cl)=[N:15][CH:16]=[CH:17][CH:18]=1)=[O:12])[CH2:6][CH2:5]2.[CH2:20]([NH2:27])[C:21]1[CH:26]=[CH:25][CH:24]=[CH:23][CH:22]=1. (4) Given the product [C:23]([O:26][C@H:27]1[CH2:44][CH2:43][C@@:42]2([CH3:45])[C@@H:29]([CH2:30][CH2:31][C@:32]3([CH3:57])[C@@H:41]2[CH2:40][CH2:39][C@H:38]2[C@@:33]3([CH3:56])[CH2:34][CH2:35][C@@:36]3([C:53]([N:6]4[CH2:7][CH2:8][CH:3]([O:2][CH3:1])[CH2:4][CH2:5]4)=[O:54])[CH2:48][CH2:47][C@@H:46]([C:49]4([CH3:52])[CH2:50][CH2:51]4)[C@@H:37]32)[C:28]1([CH3:59])[CH3:58])(=[O:25])[CH3:24], predict the reactants needed to synthesize it. The reactants are: [CH3:1][O:2][CH:3]1[CH2:8][CH2:7][NH:6][CH2:5][CH2:4]1.C(O)(C(F)(F)F)=O.C(N(CC)CC)C.[C:23]([O:26][C@H:27]1[CH2:44][CH2:43][C@@:42]2([CH3:45])[C@@H:29]([CH2:30][CH2:31][C@:32]3([CH3:57])[C@@H:41]2[CH2:40][CH2:39][C@H:38]2[C@@:33]3([CH3:56])[CH2:34][CH2:35][C@@:36]3([C:53](Cl)=[O:54])[CH2:48][CH2:47][C@@H:46]([C:49]4([CH3:52])[CH2:51][CH2:50]4)[C@@H:37]32)[C:28]1([CH3:59])[CH3:58])(=[O:25])[CH3:24]. (5) Given the product [N+:22]([C:19]1[CH:20]=[CH:21][C:16]([C@H:2]2[CH2:3][N:4]([C:5]([O:6][C:7]([CH3:10])([CH3:9])[CH3:8])=[O:11])[CH2:12][CH2:13][CH2:14][O:15]2)=[CH:17][CH:18]=1)([O-:24])=[O:23], predict the reactants needed to synthesize it. The reactants are: O[C@@H:2]([C:16]1[CH:21]=[CH:20][C:19]([N+:22]([O-:24])=[O:23])=[CH:18][CH:17]=1)[CH2:3][N:4]([CH2:12][CH2:13][CH2:14][OH:15])[C:5](=[O:11])[O:6][C:7]([CH3:10])([CH3:9])[CH3:8].C1(P(C2C=CC=CC=2)C2C=CC=CC=2)C=CC=CC=1.[N+](C(OC(C)C)=O)(C(OC(C)C)=O)=[N-]. (6) Given the product [C:1]([O:5][C:6](=[O:19])[NH:7][CH2:8][CH2:9][CH:10]([C:12]1[CH:17]=[CH:16][CH:15]=[C:14]([Cl:18])[CH:13]=1)[N:24]1[C:20](=[O:30])[C:21]2[C:22](=[CH:26][CH:27]=[CH:28][CH:29]=2)[C:23]1=[O:25])([CH3:4])([CH3:3])[CH3:2], predict the reactants needed to synthesize it. The reactants are: [C:1]([O:5][C:6](=[O:19])[NH:7][CH2:8][CH2:9][CH:10]([C:12]1[CH:17]=[CH:16][CH:15]=[C:14]([Cl:18])[CH:13]=1)O)([CH3:4])([CH3:3])[CH3:2].[C:20]1(=[O:30])[NH:24][C:23](=[O:25])[C:22]2=[CH:26][CH:27]=[CH:28][CH:29]=[C:21]12.C1C=CC(P(C2C=CC=CC=2)C2C=CC=CC=2)=CC=1.CCOC(/N=N/C(OCC)=O)=O.